From a dataset of Peptide-MHC class II binding affinity with 134,281 pairs from IEDB. Regression. Given a peptide amino acid sequence and an MHC pseudo amino acid sequence, predict their binding affinity value. This is MHC class II binding data. (1) The peptide sequence is PARLIVFPDLGVR. The MHC is DRB1_0301 with pseudo-sequence DRB1_0301. The binding affinity (normalized) is 0.370. (2) The peptide sequence is SIKAVYNFATCGIFA. The MHC is DRB4_0101 with pseudo-sequence DRB4_0103. The binding affinity (normalized) is 0.341.